From a dataset of Forward reaction prediction with 1.9M reactions from USPTO patents (1976-2016). Predict the product of the given reaction. The product is: [NH2:1][C:2]1[S:3][C:4]([I:12])=[C:5]([C:7]([O:9][CH2:10][CH3:11])=[O:8])[N:6]=1. Given the reactants [NH2:1][C:2]1[S:3][CH:4]=[C:5]([C:7]([O:9][CH2:10][CH3:11])=[O:8])[N:6]=1.[I:12]N1C(=O)CCC1=O, predict the reaction product.